This data is from Catalyst prediction with 721,799 reactions and 888 catalyst types from USPTO. The task is: Predict which catalyst facilitates the given reaction. Reactant: [NH:1]1[CH2:6][CH2:5][CH:4]([N:7]2[C:15]3[C:10](=[N:11][CH:12]=[CH:13][CH:14]=3)[NH:9][C:8]2=[O:16])[CH2:3][CH2:2]1.Cl[C:18]1[CH:23]=[C:22]([C:24]([N:26]2[C:34]3[C:29](=[C:30]([F:36])[C:31]([F:35])=[CH:32][CH:33]=3)[CH2:28][CH2:27]2)=[O:25])[CH:21]=[CH:20][N:19]=1.C(=O)([O-])[O-].[K+].[K+]. Product: [F:36][C:30]1[C:31]([F:35])=[CH:32][CH:33]=[C:34]2[C:29]=1[CH2:28][CH2:27][N:26]2[C:24]([C:22]1[CH:23]=[CH:18][N:19]=[C:20]([N:1]2[CH2:2][CH2:3][CH:4]([N:7]3[C:15]4[C:10](=[N:11][CH:12]=[CH:13][CH:14]=4)[NH:9][C:8]3=[O:16])[CH2:5][CH2:6]2)[CH:21]=1)=[O:25]. The catalyst class is: 37.